This data is from Full USPTO retrosynthesis dataset with 1.9M reactions from patents (1976-2016). The task is: Predict the reactants needed to synthesize the given product. (1) Given the product [N+:1]([C:4]1[CH:5]=[C:6]2[CH2:30][C:11]3([O:16][C:15]4[CH:17]=[CH:18][CH:19]=[N:20][C:14]=4[NH:13][C:12]3=[O:29])[CH2:10][C:7]2=[N:8][CH:9]=1)([O-:3])=[O:2], predict the reactants needed to synthesize it. The reactants are: [N+:1]([C:4]1[CH:5]=[C:6]2[CH2:30][C:11]3([O:16][C:15]4[CH:17]=[CH:18][CH:19]=[N:20][C:14]=4[N:13](COCC[Si](C)(C)C)[C:12]3=[O:29])[CH2:10][C:7]2=[N:8][CH:9]=1)([O-:3])=[O:2].C(N)CN.[OH-].[Na+].C(O)(=O)C. (2) Given the product [C:25]([C:32]1[CH:33]=[C:34]([CH:35]=[CH:36][CH:37]=1)[C:38]([OH:40])=[O:39])(=[O:6])[C:26]1[CH:31]=[CH:30][CH:29]=[CH:28][CH:27]=1.[C:25]([C:32]1[CH:33]=[C:34]([CH:35]=[CH:36][CH:37]=1)[C:38]([O:40][CH2:41][CH3:42])=[O:39])(=[O:6])[C:26]1[CH:31]=[CH:30][CH:29]=[CH:28][CH:27]=1, predict the reactants needed to synthesize it. The reactants are: CC1C=C(C=CC=1)C(C1C=CC=CC=1)=[O:6].C(N1[C:31]2[C:26](=[CH:27][CH:28]=[CH:29][CH:30]=2)[C:25]([C:32]2[CH:37]=[CH:36][CH:35]=[C:34]([C:38]([O:40][CH2:41][CH3:42])=[O:39])[CH:33]=2)=N1)C1C=CC=CC=1. (3) Given the product [O:18]=[C:19]([OH:31])[C@@H:20]([C@H:22]([C@H:24]([C@@H:26]([C:28]([OH:30])=[O:29])[OH:27])[OH:25])[OH:23])[OH:21].[CH3:1][NH:2][C@H:3]([CH2:5]/[CH:6]=[CH:7]/[C:8]1[CH:9]=[N:10][CH:11]=[C:12]([O:14][CH:15]([CH3:17])[CH3:16])[CH:13]=1)[CH3:4].[CH3:1][NH:2][C@H:3]([CH2:5]/[CH:6]=[CH:7]/[C:8]1[CH:9]=[N:10][CH:11]=[C:12]([O:14][CH:15]([CH3:17])[CH3:16])[CH:13]=1)[CH3:4], predict the reactants needed to synthesize it. The reactants are: [CH3:1][NH:2][C@H:3]([CH2:5]/[CH:6]=[CH:7]/[C:8]1[CH:9]=[N:10][CH:11]=[C:12]([O:14][CH:15]([CH3:17])[CH3:16])[CH:13]=1)[CH3:4].[O:18]=[C:19]([OH:31])[C@@H:20]([C@H:22]([C@H:24]([C@@H:26]([C:28]([OH:30])=[O:29])[OH:27])[OH:25])[OH:23])[OH:21].O. (4) Given the product [OH:29][C:28]([C:30]1[CH:31]=[CH:32][C:33]2[O:38][CH2:37][C:36](=[O:39])[NH:35][C:34]=2[CH:40]=1)([CH3:4])[CH2:27][CH2:26][N:23]1[CH2:22][CH2:21][N:20]([C:16]2[CH:15]=[CH:14][CH:13]=[C:12]3[C:17]=2[CH:18]=[CH:19][C:10]([CH3:9])=[N:11]3)[CH2:25][CH2:24]1, predict the reactants needed to synthesize it. The reactants are: C[Mg]Br.[CH3:4]COCC.[CH3:9][C:10]1[CH:19]=[CH:18][C:17]2[C:12](=[CH:13][CH:14]=[CH:15][C:16]=2[N:20]2[CH2:25][CH2:24][N:23]([CH2:26][CH2:27][C:28]([C:30]3[CH:31]=[CH:32][C:33]4[O:38][CH2:37][C:36](=[O:39])[NH:35][C:34]=4[CH:40]=3)=[O:29])[CH2:22][CH2:21]2)[N:11]=1. (5) The reactants are: [NH:1]1[CH2:6][CH2:5][C:4]2([C:14]3[C:9](=[CH:10][CH:11]=[CH:12][CH:13]=3)[NH:8][C:7]2=[O:15])[CH2:3][CH2:2]1.[F:16][C:17]([F:22])([F:21])[C:18](O)=O.FC(F)(F)S(OCC(F)(F)F)(=O)=O.C(N(CC)CC)C. Given the product [F:16][C:17]([F:22])([F:21])[CH2:18][N:1]1[CH2:6][CH2:5][C:4]2([C:14]3[C:9](=[CH:10][CH:11]=[CH:12][CH:13]=3)[NH:8][C:7]2=[O:15])[CH2:3][CH2:2]1, predict the reactants needed to synthesize it.